Dataset: Full USPTO retrosynthesis dataset with 1.9M reactions from patents (1976-2016). Task: Predict the reactants needed to synthesize the given product. (1) Given the product [N:1]1[CH:6]=[CH:5][CH:4]=[CH:3][C:2]=1[C:7]1[CH:15]=[CH:14][C:10]([C:11]([Cl:18])=[O:12])=[CH:9][CH:8]=1, predict the reactants needed to synthesize it. The reactants are: [N:1]1[CH:6]=[CH:5][CH:4]=[CH:3][C:2]=1[C:7]1[CH:15]=[CH:14][C:10]([C:11](O)=[O:12])=[CH:9][CH:8]=1.S(Cl)([Cl:18])=O. (2) Given the product [C:1]([O:5][C:6](=[O:33])[N:7](/[C:19](=[N:25]\[C:26]([O:28][C:29]([CH3:30])([CH3:31])[CH3:32])=[O:27])/[N:20]1[CH:24]=[CH:23][CH:22]=[N:21]1)[CH2:8][C:39]1[CH:42]=[CH:43][C:36]([O:35][CH3:34])=[CH:37][CH:38]=1)([CH3:4])([CH3:2])[CH3:3], predict the reactants needed to synthesize it. The reactants are: [C:1]([O:5][C:6](=[O:33])[N:7](/[C:19](=[N:25]/[C:26]([O:28][C:29]([CH3:32])([CH3:31])[CH3:30])=[O:27])/[N:20]1[CH:24]=[CH:23][CH:22]=[N:21]1)[CH2:8]CCC1C=CC(OC)=CC=1)([CH3:4])([CH3:3])[CH3:2].[CH3:34][O:35][C:36]1[CH:43]=[CH:42][C:39](CO)=[CH:38][CH:37]=1. (3) Given the product [C:28]([NH:32][S:33]([C:36]1[S:37][C:38]([C:2]2[CH:7]=[CH:6][CH:5]=[C:4]([C:8]3[N:13]=[C:12]([C:14]([F:16])([F:17])[F:15])[CH:11]=[C:10]([C:18]4[CH:19]=[CH:20][C:21]([C:24]([F:25])([F:26])[F:27])=[CH:22][CH:23]=4)[N:9]=3)[CH:3]=2)=[CH:39][CH:40]=1)(=[O:34])=[O:35])([CH3:31])([CH3:29])[CH3:30], predict the reactants needed to synthesize it. The reactants are: Br[C:2]1[CH:3]=[C:4]([C:8]2[N:13]=[C:12]([C:14]([F:17])([F:16])[F:15])[CH:11]=[C:10]([C:18]3[CH:23]=[CH:22][C:21]([C:24]([F:27])([F:26])[F:25])=[CH:20][CH:19]=3)[N:9]=2)[CH:5]=[CH:6][CH:7]=1.[C:28]([NH:32][S:33]([C:36]1[S:37][C:38](B2OC(C)(C)C(C)(C)O2)=[CH:39][CH:40]=1)(=[O:35])=[O:34])([CH3:31])([CH3:30])[CH3:29]. (4) Given the product [CH3:8][O:7][C:5](=[O:6])[C:4]1[CH:3]=[C:2]([O:1][C:21]2[CH:22]=[CH:23][C:18]([S:15]([C:14]([F:26])([F:25])[F:13])(=[O:17])=[O:16])=[CH:19][CH:20]=2)[CH:11]=[C:10]([O:12][C:21]2[CH:20]=[CH:19][C:18]([S:15]([C:14]([F:26])([F:13])[F:25])(=[O:16])=[O:33])=[CH:23][CH:22]=2)[CH:9]=1, predict the reactants needed to synthesize it. The reactants are: [OH:1][C:2]1[CH:3]=[C:4]([CH:9]=[C:10]([OH:12])[CH:11]=1)[C:5]([O:7][CH3:8])=[O:6].[F:13][C:14]([F:26])([F:25])[S:15]([C:18]1[CH:23]=[CH:22][C:21](Cl)=[CH:20][CH:19]=1)(=[O:17])=[O:16].C(=O)([O-])[O-].[K+].[K+].[OH2:33]. (5) Given the product [F:1][C:2]1[CH:3]=[C:4]([C:8]2[N:16]3[C:11]([CH:12]([OH:17])[CH2:13][CH2:14][CH2:15]3)=[C:10]3[N:18]([CH3:25])[C:19](=[O:24])[N:20]([CH3:23])[C:21](=[O:22])[C:9]=23)[CH:5]=[CH:6][CH:7]=1, predict the reactants needed to synthesize it. The reactants are: [F:1][C:2]1[CH:3]=[C:4]([C:8]2[N:16]3[C:11]([C:12](=[O:17])[CH2:13][CH2:14][CH2:15]3)=[C:10]3[N:18]([CH3:25])[C:19](=[O:24])[N:20]([CH3:23])[C:21](=[O:22])[C:9]=23)[CH:5]=[CH:6][CH:7]=1.[BH4-].[Na+]. (6) Given the product [OH:20][CH2:19][C:16]1([C:6]2[C:7]([O:12][CH2:13][O:14][CH3:15])=[CH:8][CH:9]=[C:10]([CH3:11])[C:5]=2[OH:4])[CH2:17][CH2:18]1, predict the reactants needed to synthesize it. The reactants are: COC[O:4][C:5]1[C:10]([CH3:11])=[CH:9][CH:8]=[C:7]([O:12][CH2:13][O:14][CH3:15])[C:6]=1[C:16]1([C:19](OCC)=[O:20])[CH2:18][CH2:17]1.O.[H-].[Na+].C(Cl)OC.[H-].[H-].[H-].[H-].[Li+].[Al+3]. (7) Given the product [CH2:1]([C:8]1([N:15]([CH3:17])[CH3:16])[CH2:13][CH2:12][CH:11]([NH:25][CH2:18][C:19]2[CH:24]=[CH:23][CH:22]=[CH:21][CH:20]=2)[CH2:10][CH2:9]1)[C:2]1[CH:7]=[CH:6][CH:5]=[CH:4][CH:3]=1, predict the reactants needed to synthesize it. The reactants are: [CH2:1]([C:8]1([N:15]([CH3:17])[CH3:16])[CH2:13][CH2:12][C:11](=O)[CH2:10][CH2:9]1)[C:2]1[CH:7]=[CH:6][CH:5]=[CH:4][CH:3]=1.[CH2:18]([NH2:25])[C:19]1[CH:24]=[CH:23][CH:22]=[CH:21][CH:20]=1.C(O[BH-](OC(=O)C)OC(=O)C)(=O)C.[Na+].[OH-].[Na+].